From a dataset of Forward reaction prediction with 1.9M reactions from USPTO patents (1976-2016). Predict the product of the given reaction. (1) Given the reactants C([O:8][C:9]1[C:10]2[CH:31]=[CH:30][CH:29]=[CH:28][C:11]=2[C:12]2[C@H:13]([CH2:26][Cl:27])[CH2:14][N:15]([C:18](=[O:25])[CH2:19][CH2:20][CH2:21][C:22]([OH:24])=[O:23])[C:16]=2[CH:17]=1)C1C=CC=CC=1.C([O-])=O.[NH4+], predict the reaction product. The product is: [Cl:27][CH2:26][C@H:13]1[C:12]2[C:11]3[CH:28]=[CH:29][CH:30]=[CH:31][C:10]=3[C:9]([OH:8])=[CH:17][C:16]=2[N:15]([C:18](=[O:25])[CH2:19][CH2:20][CH2:21][C:22]([OH:24])=[O:23])[CH2:14]1. (2) Given the reactants [NH2:1][C:2]1[S:3][C:4]2[CH:10]=[CH:9][CH:8]=[C:7](Br)[C:5]=2[N:6]=1.[C:12]([Cu])#[N:13], predict the reaction product. The product is: [NH2:1][C:2]1[S:3][C:4]2[C:5](=[C:7]([C:12]#[N:13])[CH:8]=[CH:9][CH:10]=2)[N:6]=1. (3) Given the reactants [F:1][C:2]([F:19])([F:18])[C:3]([N:5]1[CH2:9][CH2:8][CH:7]([C:10]2[CH:15]=[CH:14][CH:13]=[CH:12][C:11]=2[O:16]C)[CH2:6]1)=[O:4].B(Br)(Br)Br.C([O-])(O)=O.[Na+], predict the reaction product. The product is: [F:19][C:2]([F:1])([F:18])[C:3]([N:5]1[CH2:9][CH2:8][CH:7]([C:10]2[CH:15]=[CH:14][CH:13]=[CH:12][C:11]=2[OH:16])[CH2:6]1)=[O:4]. (4) Given the reactants C(=O)([O-])[O-].[K+].[K+].I[CH2:8][CH2:9][CH3:10].[Br:11][C:12]1[CH:13]=[C:14]([SH:18])[CH:15]=[CH:16][CH:17]=1, predict the reaction product. The product is: [Br:11][C:12]1[CH:17]=[CH:16][CH:15]=[C:14]([S:18][CH2:8][CH2:9][CH3:10])[CH:13]=1. (5) Given the reactants [OH-:1].[Na+].ClC(Cl)(Cl)[C:5]1[CH:10]=[CH:9][N:8]2[C:11]3[CH:17]=[CH:16][CH:15]=[CH:14][C:12]=3[N:13]=[C:7]2[N:6]=1, predict the reaction product. The product is: [N:6]1[C:7]2[N:8]([C:11]3[CH:17]=[CH:16][CH:15]=[CH:14][C:12]=3[N:13]=2)[CH:9]=[CH:10][C:5]=1[OH:1]. (6) Given the reactants [NH2:1][C:2]1[N:25]=[CH:24][CH:23]=[CH:22][C:3]=1[C:4]([NH:6][CH2:7][C:8]1[CH:13]=[CH:12][C:11]([O:14][CH2:15][C:16]2[CH:21]=[CH:20][CH:19]=[CH:18][CH:17]=2)=[CH:10][CH:9]=1)=S.C1(C)C=CC=CC=1.C(Br)C1C=CC=CC=1.[N:41]#[C:42][NH2:43], predict the reaction product. The product is: [CH2:15]([O:14][C:11]1[CH:12]=[CH:13][C:8]([CH2:7][NH:6][C:4]2[C:3]3[CH:22]=[CH:23][CH:24]=[N:25][C:2]=3[N:1]=[C:42]([NH2:43])[N:41]=2)=[CH:9][CH:10]=1)[C:16]1[CH:21]=[CH:20][CH:19]=[CH:18][CH:17]=1. (7) Given the reactants C(OC1C=C([C:15]2[N:16]=[C:17](Cl)[C:18]3[C:23]([CH:24]=2)=[CH:22][CH:21]=[CH:20][CH:19]=3)C=CC=1)C1C=CC=CC=1.[N+:26]([C:29]1[CH:34]=[CH:33][C:32]([O:35][C:36]2[CH:37]=[C:38]([CH:40]=[CH:41][CH:42]=2)[NH2:39])=[CH:31][CH:30]=1)([O-])=O, predict the reaction product. The product is: [NH2:26][C:29]1[CH:34]=[CH:33][C:32]([O:35][C:36]2[CH:37]=[C:38]([NH:39][C:17]3[C:18]4[C:23](=[C:22]([C:30]5[CH:29]=[CH:34][CH:33]=[C:32]([OH:35])[CH:31]=5)[CH:21]=[CH:20][CH:19]=4)[CH:24]=[CH:15][N:16]=3)[CH:40]=[CH:41][CH:42]=2)=[CH:31][CH:30]=1. (8) Given the reactants [H-].[H-].[H-].[H-].[Li+].[Al+3].[F:7][C:8]1[CH:13]=[CH:12][C:11]([C:14]2[N:18]3[CH2:19][CH2:20][CH2:21]/[C:22](=[CH:23]\[C:24]4[CH:29]=[CH:28][C:27]([N:30]5[CH:34]=[C:33]([CH3:35])[N:32]=[CH:31]5)=[C:26]([O:36][CH3:37])[CH:25]=4)/[C:17]3=[N:16][C:15]=2[C:38](OC)=[O:39])=[CH:10][CH:9]=1.C(OCC)(=O)C.O, predict the reaction product. The product is: [F:7][C:8]1[CH:9]=[CH:10][C:11]([C:14]2[N:18]3[CH2:19][CH2:20][CH2:21]/[C:22](=[CH:23]\[C:24]4[CH:29]=[CH:28][C:27]([N:30]5[CH:34]=[C:33]([CH3:35])[N:32]=[CH:31]5)=[C:26]([O:36][CH3:37])[CH:25]=4)/[C:17]3=[N:16][C:15]=2[CH2:38][OH:39])=[CH:12][CH:13]=1.